Dataset: TCR-epitope binding with 47,182 pairs between 192 epitopes and 23,139 TCRs. Task: Binary Classification. Given a T-cell receptor sequence (or CDR3 region) and an epitope sequence, predict whether binding occurs between them. (1) The epitope is TLIGDCATV. The TCR CDR3 sequence is CAINQGAGYNEQFF. Result: 1 (the TCR binds to the epitope). (2) The epitope is YLDAYNMMI. The TCR CDR3 sequence is CASSYRGYEQYF. Result: 1 (the TCR binds to the epitope). (3) The epitope is LPAADLDDF. The TCR CDR3 sequence is CASSPRGGQSSYNEQFF. Result: 0 (the TCR does not bind to the epitope). (4) The epitope is LLALHRSYL. The TCR CDR3 sequence is CASSFRTNEQFF. Result: 0 (the TCR does not bind to the epitope). (5) The epitope is GILGFVFTL. The TCR CDR3 sequence is CASSPTATGELFF. Result: 1 (the TCR binds to the epitope). (6) The TCR CDR3 sequence is CASSLGDAGRNEQFF. The epitope is HTTDPSFLGRY. Result: 1 (the TCR binds to the epitope).